Dataset: Reaction yield outcomes from USPTO patents with 853,638 reactions. Task: Predict the reaction yield, written as a fraction of the theoretical maximum amount of product (1.0 means a 100% yield; for example, 0.34 means a 34% yield). (1) The reactants are [CH2:1]([O:3][C:4]1[CH:11]=[C:10]([O:12][CH2:13][CH3:14])[C:9](Br)=[CH:8][C:5]=1[CH2:6][OH:7])[CH3:2].[Si:16]([O:23][Si:24]([C:27]([CH3:30])([CH3:29])[CH3:28])([CH3:26])[CH3:25])([C:19]([CH3:22])([CH3:21])[CH3:20])([CH3:18])[CH3:17].C([Li])CCC.C(NN(NCC)[C:40](=[O:45])[C:41]([F:44])([F:43])[F:42])C.[Cl-].[NH4+]. The catalyst is C1COCC1. The product is [CH2:1]([O:3][C:4]1[CH:11]=[C:10]([O:12][CH2:13][CH3:14])[C:9]([C:40](=[O:45])[C:41]([F:44])([F:43])[F:42])=[CH:8][C:5]=1[CH2:6][OH:7])[CH3:2].[Si:16]([O:23][Si:24]([C:27]([CH3:30])([CH3:29])[CH3:28])([CH3:25])[CH3:26])([C:19]([CH3:21])([CH3:22])[CH3:20])([CH3:18])[CH3:17]. The yield is 0.870. (2) The reactants are Cl.[NH2:2][C@H:3]([C:5]1[C:6](=[O:20])[NH:7][C:8]2[C:13]([CH:14]=1)=[CH:12][C:11]([Cl:15])=[C:10]([O:16][CH:17]([CH3:19])[CH3:18])[CH:9]=2)[CH3:4].Cl[C:22]1[N:27]=[C:26]([O:28][CH3:29])[C:25]([C:30]#[N:31])=[CH:24][N:23]=1.CCN(C(C)C)C(C)C.C(=O)=O.CC(C)=O. The catalyst is CS(C)=O.CC#N.O.CCO. The product is [Cl:15][C:11]1[CH:12]=[C:13]2[C:8](=[CH:9][C:10]=1[O:16][CH:17]([CH3:19])[CH3:18])[NH:7][C:6](=[O:20])[C:5]([C@@H:3]([NH:2][C:22]1[N:27]=[C:26]([O:28][CH3:29])[C:25]([C:30]#[N:31])=[CH:24][N:23]=1)[CH3:4])=[CH:14]2. The yield is 0.578. (3) The yield is 0.750. The reactants are C[O:2][C:3](=[O:35])[C:4]1[CH:9]=[CH:8][C:7]([NH:10][C:11](=[O:34])[CH:12]([C:20]2[CH:25]=[CH:24][C:23]([S:26]([CH3:29])(=[O:28])=[O:27])=[C:22]([C:30]([F:33])([F:32])[F:31])[CH:21]=2)[CH2:13][CH:14]2[CH2:19][CH2:18][CH2:17][CH2:16][O:15]2)=[N:6][CH:5]=1.[OH-].[Na+]. The product is [CH3:29][S:26]([C:23]1[CH:24]=[CH:25][C:20]([CH:12]([CH2:13][CH:14]2[CH2:19][CH2:18][CH2:17][CH2:16][O:15]2)[C:11]([NH:10][C:7]2[CH:8]=[CH:9][C:4]([C:3]([OH:35])=[O:2])=[CH:5][N:6]=2)=[O:34])=[CH:21][C:22]=1[C:30]([F:31])([F:33])[F:32])(=[O:28])=[O:27]. The catalyst is CO.O.